Dataset: Reaction yield outcomes from USPTO patents with 853,638 reactions. Task: Predict the reaction yield, written as a fraction of the theoretical maximum amount of product (1.0 means a 100% yield; for example, 0.34 means a 34% yield). The reactants are [Cl-].[Ce+3].[Cl-].[Cl-].[BH4-:5].[Na+].[C:7]([C:11]1[CH:16]=[CH:15][C:14]([PH:17](=O)[C:18]2[CH:23]=[CH:22][C:21]([C:24]([CH3:27])([CH3:26])[CH3:25])=[CH:20][CH:19]=2)=[CH:13][CH:12]=1)([CH3:10])([CH3:9])[CH3:8].[H-].[Al+3].[Li+].[H-].[H-].[H-].Cl. The catalyst is C1COCC1.O.C1(C)C=CC=CC=1. The product is [C:24]([C:21]1[CH:22]=[CH:23][C:18]([PH:17][C:14]2[CH:13]=[CH:12][C:11]([C:7]([CH3:10])([CH3:9])[CH3:8])=[CH:16][CH:15]=2)=[CH:19][CH:20]=1)([CH3:27])([CH3:26])[CH3:25].[BH3:5]. The yield is 0.750.